This data is from Full USPTO retrosynthesis dataset with 1.9M reactions from patents (1976-2016). The task is: Predict the reactants needed to synthesize the given product. (1) The reactants are: [H-].[H-].[H-].[H-].[Li+].[Al+3].[NH2:7][C:8]1[CH:16]=[CH:15][CH:14]=[C:13]([F:17])[C:9]=1[C:10](O)=[O:11].[O-]S([O-])(=O)=O.[Na+].[Na+]. Given the product [NH2:7][C:8]1[CH:16]=[CH:15][CH:14]=[C:13]([F:17])[C:9]=1[CH2:10][OH:11], predict the reactants needed to synthesize it. (2) Given the product [NH:13]1[CH:17]=[C:16]([CH2:18][CH2:19][N:20]2[C:23](=[O:24])[C:22]([OH:21])=[C:28]([C:29](=[O:36])[C:30]3[CH:31]=[CH:32][N:33]=[CH:34][CH:35]=3)[CH:1]2[C:3]2[CH:12]=[CH:11][C:6]([C:7]([O:9][CH3:10])=[O:8])=[CH:5][CH:4]=2)[N:15]=[CH:14]1, predict the reactants needed to synthesize it. The reactants are: [CH:1]([C:3]1[CH:12]=[CH:11][C:6]([C:7]([O:9][CH3:10])=[O:8])=[CH:5][CH:4]=1)=O.[NH:13]1[CH:17]=[C:16]([CH2:18][CH2:19][NH2:20])[N:15]=[CH:14]1.[OH:21]/[C:22](=[CH:28]\[C:29](=[O:36])[C:30]1[CH:35]=[CH:34][N:33]=[CH:32][CH:31]=1)/[C:23](OCC)=[O:24]. (3) Given the product [CH2:22]([N:7]1[CH:8]=[C:4]([N+:1]([O-:3])=[O:2])[C:5]([C:9]([O:11][CH3:16])=[O:10])=[N:6]1)[C:23]1[CH:28]=[CH:27][CH:26]=[CH:25][CH:24]=1, predict the reactants needed to synthesize it. The reactants are: [N+:1]([C:4]1[C:5]([C:9]([OH:11])=[O:10])=[N:6][NH:7][CH:8]=1)([O-:3])=[O:2].S(Cl)(Cl)=O.[C:16](=O)([O-])[O-].[K+].[K+].[CH2:22](Cl)[C:23]1[CH:28]=[CH:27][CH:26]=[CH:25][CH:24]=1.